Dataset: Catalyst prediction with 721,799 reactions and 888 catalyst types from USPTO. Task: Predict which catalyst facilitates the given reaction. (1) Reactant: [I-].[CH3:2][S+](C)(C)=O.[H-].[Na+].[H][H].[Cl:11][C:12]1[CH:13]=[C:14]([C:22]2[N:26]=[C:25]([C:27]3[CH:32]=[CH:31][C:30](/[CH:33]=[CH:34]\[C:35]([O:37][CH3:38])=[O:36])=[CH:29][CH:28]=3)[O:24][N:23]=2)[CH:15]=[CH:16][C:17]=1[O:18][CH:19]([CH3:21])[CH3:20]. Product: [Cl:11][C:12]1[CH:13]=[C:14]([C:22]2[N:26]=[C:25]([C:27]3[CH:28]=[CH:29][C:30]([C@@H:33]4[CH2:2][C@H:34]4[C:35]([O:37][CH3:38])=[O:36])=[CH:31][CH:32]=3)[O:24][N:23]=2)[CH:15]=[CH:16][C:17]=1[O:18][CH:19]([CH3:21])[CH3:20]. The catalyst class is: 550. (2) Reactant: [Cl:1][C:2]1[CH:3]=[C:4]([CH2:30][C:31]([O:33]CC)=[O:32])[CH:5]=[CH:6][C:7]=1[N:8]1[C:16](=[O:17])[C:15]2[C:14]([O:18][CH2:19][CH3:20])=[C:13]3[CH:21]=[CH:22][CH:23]=[CH:24][C:12]3=[C:11]([O:25][CH2:26][CH:27]([F:29])[F:28])[C:10]=2[CH2:9]1.[OH-].[Na+]. Product: [Cl:1][C:2]1[CH:3]=[C:4]([CH2:30][C:31]([OH:33])=[O:32])[CH:5]=[CH:6][C:7]=1[N:8]1[C:16](=[O:17])[C:15]2[C:14]([O:18][CH2:19][CH3:20])=[C:13]3[CH:21]=[CH:22][CH:23]=[CH:24][C:12]3=[C:11]([O:25][CH2:26][CH:27]([F:29])[F:28])[C:10]=2[CH2:9]1. The catalyst class is: 8. (3) Reactant: [Br:1][C:2]1[C:23]([Cl:24])=[CH:22][C:5](/[CH:6]=[CH:7]\[C:8]2[CH:13]=[CH:12][CH:11]=[CH:10][C:9]=2[NH:14]C(=O)OC(C)(C)C)=[C:4]([CH:25]=O)[CH:3]=1.CCOC(C)=O.[BH4-].[Na+]. Product: [Br:1][C:2]1[C:23]([Cl:24])=[CH:22][C:5]2[CH:6]=[CH:7][C:8]3[CH:13]=[CH:12][CH:11]=[CH:10][C:9]=3[NH:14][CH2:25][C:4]=2[CH:3]=1. The catalyst class is: 126.